From a dataset of Full USPTO retrosynthesis dataset with 1.9M reactions from patents (1976-2016). Predict the reactants needed to synthesize the given product. (1) Given the product [CH3:1][N:2]([CH3:29])[C:3]1[CH:4]=[C:5]([CH:26]=[CH:27][CH:28]=1)[C:6]([NH:8][C:9]1[CH:10]=[CH:11][C:12]([CH3:25])=[C:13]([NH:15][C:16](=[O:24])[C:17]2[CH:22]=[CH:21][C:20]([NH:39][CH2:38][CH2:37][CH2:36][N:33]3[CH2:34][CH2:35][O:30][CH2:31][CH2:32]3)=[CH:19][CH:18]=2)[CH:14]=1)=[O:7], predict the reactants needed to synthesize it. The reactants are: [CH3:1][N:2]([CH3:29])[C:3]1[CH:4]=[C:5]([CH:26]=[CH:27][CH:28]=1)[C:6]([NH:8][C:9]1[CH:10]=[CH:11][C:12]([CH3:25])=[C:13]([NH:15][C:16](=[O:24])[C:17]2[CH:22]=[CH:21][C:20](F)=[CH:19][CH:18]=2)[CH:14]=1)=[O:7].[O:30]1[CH2:35][CH2:34][N:33]([CH2:36][CH2:37][CH2:38][NH2:39])[CH2:32][CH2:31]1. (2) Given the product [CH3:35][N:31]1[C:30]([C:21]2[CH:22]=[C:23]([NH:26][C:27](=[O:29])[CH3:28])[CH:24]=[CH:25][C:20]=2[O:11][CH2:12][C:13]([CH3:18])([N+:15]([O-:17])=[O:16])[CH3:14])=[CH:34][CH:33]=[N:32]1, predict the reactants needed to synthesize it. The reactants are: C(=O)([O-])[O-].[Cs+].[Cs+].CS([O:11][CH2:12][C:13]([CH3:18])([N+:15]([O-:17])=[O:16])[CH3:14])(=O)=O.O[C:20]1[CH:25]=[CH:24][C:23]([NH:26][C:27](=[O:29])[CH3:28])=[CH:22][C:21]=1[C:30]1[N:31]([CH3:35])[N:32]=[CH:33][CH:34]=1. (3) Given the product [CH3:13][S:12][C:6]1[N:7]=[CH:8][C:9]2[CH:10]=[C:18]([C:19]3[CH:20]=[C:21]([O:27][CH3:28])[CH:22]=[C:23]([O:25][CH3:26])[CH:24]=3)[C:17](=[O:29])[N:3]([CH2:1][CH3:2])[C:4]=2[N:5]=1, predict the reactants needed to synthesize it. The reactants are: [CH2:1]([NH:3][C:4]1[C:9]([CH:10]=O)=[CH:8][N:7]=[C:6]([S:12][CH3:13])[N:5]=1)[CH3:2].C(O[C:17](=[O:29])[CH2:18][C:19]1[CH:24]=[C:23]([O:25][CH3:26])[CH:22]=[C:21]([O:27][CH3:28])[CH:20]=1)C.N12CCCN=C1CCCCC2.C(O)C. (4) Given the product [C:1]([N:4]1[C:13]2[C:8](=[CH:9][C:10]([C:14]3[N:15]=[N:16][N:17]([CH2:19][CH2:20][O:21][Si:30]([C:33]([CH3:36])([CH3:35])[CH3:34])([CH3:32])[CH3:31])[CH:18]=3)=[CH:11][CH:12]=2)[C@H:7]([NH2:22])[CH2:6][C@@H:5]1[CH3:23])(=[O:3])[CH3:2], predict the reactants needed to synthesize it. The reactants are: [C:1]([N:4]1[C:13]2[C:8](=[CH:9][C:10]([C:14]3[N:15]=[N:16][N:17]([CH2:19][CH2:20][OH:21])[CH:18]=3)=[CH:11][CH:12]=2)[C@H:7]([NH2:22])[CH2:6][C@@H:5]1[CH3:23])(=[O:3])[CH3:2].N1C=CN=C1.Cl[Si:30]([C:33]([CH3:36])([CH3:35])[CH3:34])([CH3:32])[CH3:31].